This data is from Full USPTO retrosynthesis dataset with 1.9M reactions from patents (1976-2016). The task is: Predict the reactants needed to synthesize the given product. (1) Given the product [CH3:1][O:2][C:3]([C:5]1[C:13]2[C:8](=[CH:9][C:10]([N:20]3[CH2:21][CH2:22][CH:17]([OH:16])[CH2:18][CH2:19]3)=[CH:11][CH:12]=2)[N:7]([CH3:15])[CH:6]=1)=[O:4], predict the reactants needed to synthesize it. The reactants are: [CH3:1][O:2][C:3]([C:5]1[C:13]2[C:8](=[CH:9][C:10](Br)=[CH:11][CH:12]=2)[N:7]([CH3:15])[CH:6]=1)=[O:4].[OH:16][CH:17]1[CH2:22][CH2:21][NH:20][CH2:19][CH2:18]1.N1CCC[C@H]1C(O)=O.C(=O)([O-])[O-].[K+].[K+]. (2) Given the product [P:1]([O:13][CH2:14][CH2:15][NH:16][S:17]([C:20]1[CH:37]=[CH:36][C:23]2[C:24]3[CH:25]([CH2:34][Cl:35])[CH2:26][N:27]([C:53]([C:44]4[NH:45][C:46]5[C:42]([CH:43]=4)=[CH:41][C:40]([O:39][CH3:38])=[C:48]([O:49][CH3:50])[C:47]=5[O:51][CH3:52])=[O:54])[C:28]=3[CH:29]=[C:30]([N+:31]([O-:33])=[O:32])[C:22]=2[CH:21]=1)(=[O:19])=[O:18])([O:8][C:9]([CH3:12])([CH3:11])[CH3:10])([O:3][C:4]([CH3:7])([CH3:6])[CH3:5])=[O:2], predict the reactants needed to synthesize it. The reactants are: [P:1]([O:13][CH2:14][CH2:15][NH:16][S:17]([C:20]1[CH:37]=[CH:36][C:23]2[C:24]3[CH:25]([CH2:34][Cl:35])[CH2:26][NH:27][C:28]=3[CH:29]=[C:30]([N+:31]([O-:33])=[O:32])[C:22]=2[CH:21]=1)(=[O:19])=[O:18])([O:8][C:9]([CH3:12])([CH3:11])[CH3:10])([O:3][C:4]([CH3:7])([CH3:6])[CH3:5])=[O:2].[CH3:38][O:39][C:40]1[CH:41]=[C:42]2[C:46](=[C:47]([O:51][CH3:52])[C:48]=1[O:49][CH3:50])[NH:45][C:44]([C:53](O)=[O:54])=[CH:43]2.CCN=C=NCCCN(C)C.CC1C=CC(S(O)(=O)=O)=CC=1.